This data is from Forward reaction prediction with 1.9M reactions from USPTO patents (1976-2016). The task is: Predict the product of the given reaction. (1) Given the reactants [CH2:1]([O:8][C:9]([NH:11][C@@H:12]1[CH2:16][CH2:15][N:14]([NH:17]C(OC(C)(C)C)=O)[C:13]1=[O:25])=[O:10])[C:2]1[CH:7]=[CH:6][CH:5]=[CH:4][CH:3]=1.C(O)(C(F)(F)F)=O.O, predict the reaction product. The product is: [CH2:1]([O:8][C:9]([NH:11][C@@H:12]1[CH2:16][CH2:15][N:14]([NH2:17])[C:13]1=[O:25])=[O:10])[C:2]1[CH:7]=[CH:6][CH:5]=[CH:4][CH:3]=1. (2) Given the reactants CC([O-])(C)C.[Na+].[O-]P([O-])([O-])=O.[K+].[K+].[K+].[CH3:15][O:16][C:17](=[O:25])[C:18]1[CH:23]=[CH:22][CH:21]=[C:20](Br)[CH:19]=1.[NH:26]1[CH2:31][CH2:30][O:29][CH2:28][CH2:27]1, predict the reaction product. The product is: [CH3:15][O:16][C:17](=[O:25])[C:18]1[CH:23]=[CH:22][CH:21]=[C:20]([N:26]2[CH2:31][CH2:30][O:29][CH2:28][CH2:27]2)[CH:19]=1. (3) Given the reactants BrC1C=C(C=CC=1)CN1C=C(NC(C2[C:22]3[C:17](=[CH:18][C:19]([C:23]4[CH:24]=NN(C5CCCCO5)[CH:27]=4)=[CH:20][CH:21]=3)N(COCC[Si](C)(C)C)N=2)=O)C=N1.[NH:45]1[CH:49]=[C:48]([NH:50][C:51]([C:53]2[C:61]3[C:56](=[CH:57][C:58](C4C=NN(C5CCCCO5)C=4)=[CH:59][CH:60]=3)[N:55](COCC[Si](C)(C)C)[N:54]=2)=[O:52])[CH:47]=[N:46]1.Br[CH2:82][C:83]1[CH:90]=[CH:89][C:86]([CH:87]=[O:88])=[CH:85][CH:84]=1.BrC1C=[C:94]([CH:97]=[CH:98][CH:99]=1)[CH2:95]Br, predict the reaction product. The product is: [CH:87]([C:86]1[CH:89]=[CH:90][C:83]([CH2:82][N:46]2[CH:47]=[C:48]([NH:50][C:51]([C:53]3[C:61]4[C:56](=[CH:57][CH:58]=[CH:59][CH:60]=4)[N:55]([C:23]([C:19]4[CH:18]=[CH:17][CH:22]=[CH:21][CH:20]=4)([C:27]4[CH:95]=[CH:94][CH:97]=[CH:98][CH:99]=4)[C:24]4[CH:21]=[CH:22][CH:17]=[CH:18][CH:19]=4)[N:54]=3)=[O:52])[CH:49]=[N:45]2)=[CH:84][CH:85]=1)=[O:88]. (4) Given the reactants [CH3:1][C:2]1[N:7]=[C:6]([NH2:8])[CH:5]=[CH:4][CH:3]=1.[CH:9]1[C:18]2[C:13](=[CH:14][CH:15]=[CH:16][CH:17]=2)[CH:12]=[CH:11][C:10]=1[S:19](Cl)(=[O:21])=[O:20], predict the reaction product. The product is: [CH3:1][C:2]1[N:7]=[C:6]([NH:8][S:19]([C:10]2[CH:11]=[CH:12][C:13]3[C:18](=[CH:17][CH:16]=[CH:15][CH:14]=3)[CH:9]=2)(=[O:21])=[O:20])[CH:5]=[CH:4][CH:3]=1.